This data is from Forward reaction prediction with 1.9M reactions from USPTO patents (1976-2016). The task is: Predict the product of the given reaction. (1) The product is: [CH2:22]([O:24][C:25](=[O:31])[CH2:26][C:27]1[N:21]=[C:17]2[CH:18]=[CH:19][CH:20]=[C:15]([C:13](=[O:14])[NH:12][CH2:11][C:1]34[CH2:2][CH:3]5[CH2:9][CH:7]([CH2:6][CH:5]([CH2:4]5)[CH2:10]3)[CH2:8]4)[N:16]2[CH:28]=1)[CH3:23]. Given the reactants [C:1]12([CH2:11][NH:12][C:13]([C:15]3[CH:20]=[CH:19][CH:18]=[C:17]([NH2:21])[N:16]=3)=[O:14])[CH2:10][CH:5]3[CH2:6][CH:7]([CH2:9][CH:3]([CH2:4]3)[CH2:2]1)[CH2:8]2.[CH2:22]([O:24][C:25](=[O:31])[CH2:26][C:27](=O)[CH2:28]Cl)[CH3:23], predict the reaction product. (2) The product is: [CH3:25][C:8]1[N:7]([CH2:6][CH2:5][OH:4])[C:15]2[C:14]([CH3:16])=[C:13]([CH3:17])[N:12]=[C:11]([O:18][C:19]3[CH:20]=[CH:21][CH:22]=[CH:23][CH:24]=3)[C:10]=2[N:9]=1. Given the reactants C([O:4][CH2:5][CH2:6][N:7]1[C:15]2[C:14]([CH3:16])=[C:13]([CH3:17])[N:12]=[C:11]([O:18][C:19]3[CH:24]=[CH:23][CH:22]=[CH:21][CH:20]=3)[C:10]=2[N:9]=[C:8]1[CH3:25])(=O)C.C(=O)([O-])[O-].[K+].[K+], predict the reaction product.